From a dataset of Forward reaction prediction with 1.9M reactions from USPTO patents (1976-2016). Predict the product of the given reaction. (1) Given the reactants [C:1]([O:5][C:6]([N:8]1[CH2:13][CH2:12][CH:11]([C:14]2[NH:15][C:16]3[C:21]([CH:22]=2)=[CH:20][C:19]([CH2:23]O)=[CH:18][C:17]=3[N+:25]([O-:27])=[O:26])[CH2:10][CH2:9]1)=[O:7])([CH3:4])([CH3:3])[CH3:2].[O:28]=[S:29]1(=[O:35])[CH2:34][CH2:33][NH:32][CH2:31][CH2:30]1.C1(P(C2C=CC=CC=2)C2C=CC=CC=2)C=CC=CC=1.II.C(=O)(O)[O-].[Na+], predict the reaction product. The product is: [C:1]([O:5][C:6]([N:8]1[CH2:13][CH2:12][CH:11]([C:14]2[NH:15][C:16]3[C:21]([CH:22]=2)=[CH:20][C:19]([CH2:23][N:32]2[CH2:33][CH2:34][S:29](=[O:35])(=[O:28])[CH2:30][CH2:31]2)=[CH:18][C:17]=3[N+:25]([O-:27])=[O:26])[CH2:10][CH2:9]1)=[O:7])([CH3:3])([CH3:4])[CH3:2]. (2) Given the reactants [N+:1]([C:4]1[CH:21]=[CH:20][C:7]2[N:8]([CH2:13][CH2:14][N:15]3[CH2:19][CH2:18][CH2:17][CH2:16]3)[CH2:9][CH2:10][CH2:11][O:12][C:6]=2[CH:5]=1)([O-])=O, predict the reaction product. The product is: [N:15]1([CH2:14][CH2:13][N:8]2[C:7]3[CH:20]=[CH:21][C:4]([NH2:1])=[CH:5][C:6]=3[O:12][CH2:11][CH2:10][CH2:9]2)[CH2:19][CH2:18][CH2:17][CH2:16]1. (3) Given the reactants [CH3:1][C:2]1[N:13]=[C:12]2[N:4]([C:5](=[O:19])[N:6]([CH2:14][CH2:15][CH2:16][CH2:17][CH3:18])[C:7]3[N:8]=[CH:9][NH:10][C:11]=32)[N:3]=1.[Br:20]N1C(=O)CCC1=O.C1(O)C=CC=CC=1, predict the reaction product. The product is: [Br:20][C:9]1[NH:10][C:11]2[C:12]3=[N:13][C:2]([CH3:1])=[N:3][N:4]3[C:5](=[O:19])[N:6]([CH2:14][CH2:15][CH2:16][CH2:17][CH3:18])[C:7]=2[N:8]=1. (4) Given the reactants [CH2:1]([O:5][C:6]1[N:14]=[C:13]2[C:9]([N:10]=[C:11]([O:28][CH3:29])[N:12]2[CH2:15][C:16]2[CH:21]=[CH:20][C:19]([O:22][CH2:23][CH2:24][CH2:25][CH2:26]Cl)=[CH:18][CH:17]=2)=[C:8]([NH2:30])[N:7]=1)[CH2:2][CH2:3][CH3:4].[NH:31]1[CH2:41][CH2:40][CH:34]([C:35]([O:37][CH2:38][CH3:39])=[O:36])[CH2:33][CH2:32]1.C(N(C(C)C)C(C)C)C.[I-].[Na+], predict the reaction product. The product is: [CH2:1]([O:5][C:6]1[N:14]=[C:13]2[C:9]([N:10]=[C:11]([O:28][CH3:29])[N:12]2[CH2:15][C:16]2[CH:21]=[CH:20][C:19]([O:22][CH2:23][CH2:24][CH2:25][CH2:26][N:31]3[CH2:41][CH2:40][CH:34]([C:35]([O:37][CH2:38][CH3:39])=[O:36])[CH2:33][CH2:32]3)=[CH:18][CH:17]=2)=[C:8]([NH2:30])[N:7]=1)[CH2:2][CH2:3][CH3:4]. (5) Given the reactants [CH3:1][O:2][C:3]1[CH:8]=[CH:7][C:6]([O:9][CH3:10])=[CH:5][CH:4]=1.[CH:11]1([C:14](Cl)=[O:15])[CH2:13][CH2:12]1.Cl, predict the reaction product. The product is: [CH:11]1([C:14]([C:7]2[CH:8]=[C:3]([O:2][CH3:1])[CH:4]=[CH:5][C:6]=2[O:9][CH3:10])=[O:15])[CH2:13][CH2:12]1. (6) Given the reactants [F:1][C:2]1[CH:9]=[C:6]([CH:7]=[O:8])[C:5]([OH:10])=[CH:4][CH:3]=1.[S:11]1[CH2:16][CH2:15][CH:14](OS(C)(=O)=O)[CH2:13][CH2:12]1.C(=O)([O-])[O-].[K+].[K+], predict the reaction product. The product is: [F:1][C:2]1[CH:3]=[CH:4][C:5]([O:10][CH:14]2[CH2:15][CH2:16][S:11][CH2:12][CH2:13]2)=[C:6]([CH:9]=1)[CH:7]=[O:8]. (7) Given the reactants C(OC([N:8]1[CH2:14][CH2:13][C:12]2[C:15]([C:25]3[CH:30]=[CH:29][C:28]([Cl:31])=[CH:27][CH:26]=3)=[CH:16][N:17]([CH2:18][C:19]3[CH:24]=[CH:23][CH:22]=[CH:21][CH:20]=3)[C:11]=2[CH2:10][CH2:9]1)=O)(C)(C)C.ClC1C=CC(C=C[N+]([O-])=O)=CC=1, predict the reaction product. The product is: [CH2:18]([N:17]1[C:11]2[CH2:10][CH2:9][NH:8][CH2:14][CH2:13][C:12]=2[C:15]([C:25]2[CH:26]=[CH:27][C:28]([Cl:31])=[CH:29][CH:30]=2)=[CH:16]1)[C:19]1[CH:20]=[CH:21][CH:22]=[CH:23][CH:24]=1.